This data is from Forward reaction prediction with 1.9M reactions from USPTO patents (1976-2016). The task is: Predict the product of the given reaction. (1) The product is: [Cl:1][C:2]1[CH:7]=[C:6]([O:22][CH:20]([CH3:21])[CH3:19])[C:5]([N+:9]([O-:11])=[O:10])=[CH:4][C:3]=1[CH3:12]. Given the reactants [Cl:1][C:2]1[CH:7]=[C:6](F)[C:5]([N+:9]([O-:11])=[O:10])=[CH:4][C:3]=1[CH3:12].C([O-])([O-])=O.[Cs+].[Cs+].[CH3:19][CH:20]([OH:22])[CH3:21], predict the reaction product. (2) Given the reactants [O:1]1CCC[CH2:3][CH:2]1OC(C)C#N.Cl[C:13]1[C:22]([C:23]2[CH:28]=[CH:27][CH:26]=[CH:25][CH:24]=2)=[N:21][C:20]2[C:15](=[CH:16][CH:17]=[CH:18][C:19]=2[CH3:29])[N:14]=1.[Li+].CC([N-]C(C)C)C.C(O)(=O)C, predict the reaction product. The product is: [CH3:29][C:19]1[CH:18]=[CH:17][CH:16]=[C:15]2[C:20]=1[N:21]=[C:22]([C:23]1[CH:28]=[CH:27][CH:26]=[CH:25][CH:24]=1)[C:13]([C:2](=[O:1])[CH3:3])=[N:14]2. (3) The product is: [NH:6]1[C:7]2=[N:8][CH:9]=[CH:10][CH:11]=[C:12]2[C:4]([C:3]([OH:20])=[O:1])=[N:5]1. Given the reactants [OH-:1].[Na+].[CH3:3][C:4]1[C:12]2[C:7](=[N:8][CH:9]=[CH:10][CH:11]=2)[NH:6][N:5]=1.[O-][Mn](=O)(=O)=O.[K+].C[OH:20], predict the reaction product. (4) The product is: [Cl:22][C:17]1[S:18][C:19]([Cl:21])=[CH:20][C:16]=1[CH2:15][CH:4]([C:5]([O:7][CH2:8][CH3:9])=[O:6])[C:3]([O:11][CH2:12][CH3:13])=[O:10]. Given the reactants [H-].[Na+].[C:3]([O:11][CH2:12][CH3:13])(=[O:10])[CH2:4][C:5]([O:7][CH2:8][CH3:9])=[O:6].Br[CH2:15][C:16]1[CH:20]=[C:19]([Cl:21])[S:18][C:17]=1[Cl:22].O, predict the reaction product. (5) Given the reactants [F:1][CH:2]([F:34])[C:3]1[N:8]=[CH:7][C:6]([CH2:9][NH:10][C:11](=[O:17])[C:12]([CH3:16])([CH3:15])[CH2:13]O)=[CH:5][C:4]=1[C:18]1[NH:22][C:21](=[O:23])[N:20]([C:24]2[CH:29]=[CH:28][C:27]([C:30]([F:33])([F:32])[F:31])=[CH:26][CH:25]=2)[N:19]=1.CCN(S(F)(F)[F:41])CC, predict the reaction product. The product is: [F:41][CH2:13][C:12]([CH3:16])([CH3:15])[C:11]([NH:10][CH2:9][C:6]1[CH:7]=[N:8][C:3]([CH:2]([F:1])[F:34])=[C:4]([C:18]2[NH:22][C:21](=[O:23])[N:20]([C:24]3[CH:29]=[CH:28][C:27]([C:30]([F:33])([F:32])[F:31])=[CH:26][CH:25]=3)[N:19]=2)[CH:5]=1)=[O:17]. (6) Given the reactants [Cl:1][C:2]1[CH:7]=[C:6]2[NH:8][C:9](=[O:39])[C:10]3([CH:15]([C:16]4[CH:21]=[C:20]([Cl:22])[CH:19]=[CH:18][C:17]=4[O:23][C:24]([C:27]([OH:29])=O)([CH3:26])[CH3:25])[CH2:14][C:13](=[O:30])[NH:12][CH:11]3[C:31]3[CH:36]=[C:35]([F:37])[CH:34]=[CH:33][C:32]=3[CH3:38])[C:5]2=[CH:4][CH:3]=1.C1N=CN(C(N2C=NC=C2)=O)C=1.[CH2:52]([S:54]([NH2:57])(=[O:56])=[O:55])[CH3:53].[H-].[Na+].Cl, predict the reaction product. The product is: [Cl:22][C:20]1[CH:19]=[CH:18][C:17]([O:23][C:24]([CH3:25])([CH3:26])[C:27]([NH:57][S:54]([CH2:52][CH3:53])(=[O:56])=[O:55])=[O:29])=[C:16]([CH:15]2[CH2:14][C:13](=[O:30])[NH:12][CH:11]([C:31]3[CH:36]=[C:35]([F:37])[CH:34]=[CH:33][C:32]=3[CH3:38])[C:10]32[C:5]2[C:6](=[CH:7][C:2]([Cl:1])=[CH:3][CH:4]=2)[NH:8][C:9]3=[O:39])[CH:21]=1. (7) The product is: [Br:21][C:22]1[CH:23]=[C:24]([NH:25][C:6](=[O:7])[C:5]2[CH:9]=[CH:10][CH:11]=[C:3]([C:2]([F:13])([F:12])[F:1])[CH:4]=2)[CH:26]=[CH:27][C:28]=1[CH3:29]. Given the reactants [F:1][C:2]([F:13])([F:12])[C:3]1[CH:4]=[C:5]([CH:9]=[CH:10][CH:11]=1)[C:6](Cl)=[O:7].C(N(CC)CC)C.[Br:21][C:22]1[CH:23]=[C:24]([CH:26]=[CH:27][C:28]=1[CH3:29])[NH2:25].FC(F)(F)C1C=C(C=CC=1)N, predict the reaction product. (8) Given the reactants CO.[H-].[Na+].F[C:6]1[CH:13]=[CH:12][CH:11]=[C:10](F)[C:7]=1[C:8]#[N:9].[C:15](=O)(O)[OH:16].[NH2:19][C:20]([NH2:22])=[NH:21], predict the reaction product. The product is: [CH3:15][O:16][C:6]1[CH:13]=[CH:12][CH:11]=[C:10]2[C:7]=1[C:8]([NH2:9])=[N:21][C:20]([NH2:22])=[N:19]2. (9) Given the reactants [CH3:1][C:2]1[N:3]([CH:18]([C:20](=[O:22])[CH3:21])[CH3:19])[C:4]2[C:9]([C:10]=1[C:11]([O:13][C:14]([CH3:17])([CH3:16])[CH3:15])=[O:12])=[CH:8][CH:7]=[CH:6][CH:5]=2.[CH3:23][Li], predict the reaction product. The product is: [OH:22][C:20]([CH3:23])([CH3:21])[CH:18]([N:3]1[C:4]2[C:9](=[CH:8][CH:7]=[CH:6][CH:5]=2)[C:10]([C:11]([O:13][C:14]([CH3:15])([CH3:17])[CH3:16])=[O:12])=[C:2]1[CH3:1])[CH3:19].